This data is from Full USPTO retrosynthesis dataset with 1.9M reactions from patents (1976-2016). The task is: Predict the reactants needed to synthesize the given product. (1) Given the product [F:1][C:2]1[C:3]([C:8]2[CH:13]=[CH:12][N:11]=[CH:10][C:9]=2[N:14]([CH3:15])[C:21](=[O:22])[C:20]2[CH:19]=[C:18]([C:17]([F:32])([F:31])[F:16])[CH:26]=[C:25]([C:27]([F:30])([F:29])[F:28])[CH:24]=2)=[N:4][CH:5]=[CH:6][CH:7]=1, predict the reactants needed to synthesize it. The reactants are: [F:1][C:2]1[C:3]([C:8]2[CH:13]=[CH:12][N:11]=[CH:10][C:9]=2[NH:14][CH3:15])=[N:4][CH:5]=[CH:6][CH:7]=1.[F:16][C:17]([F:32])([F:31])[C:18]1[CH:19]=[C:20]([CH:24]=[C:25]([C:27]([F:30])([F:29])[F:28])[CH:26]=1)[C:21](Cl)=[O:22]. (2) The reactants are: [NH2:1][C:2]1[C:7]2[N:8]3[C@@H:16]([CH3:17])[CH2:15][N:14]([CH2:18][CH3:19])[C:13](=[O:20])[C:9]3=[C:10]([O:11]C)[C:6]=2[C:5](=[O:21])[N:4]([CH2:22][C:23]2[CH:28]=[CH:27][C:26]([F:29])=[C:25]([Cl:30])[CH:24]=2)[N:3]=1.B(Br)(Br)Br.CO. Given the product [NH2:1][C:2]1[C:7]2[N:8]3[C@@H:16]([CH3:17])[CH2:15][N:14]([CH2:18][CH3:19])[C:13](=[O:20])[C:9]3=[C:10]([OH:11])[C:6]=2[C:5](=[O:21])[N:4]([CH2:22][C:23]2[CH:28]=[CH:27][C:26]([F:29])=[C:25]([Cl:30])[CH:24]=2)[N:3]=1, predict the reactants needed to synthesize it.